The task is: Predict which catalyst facilitates the given reaction.. This data is from Catalyst prediction with 721,799 reactions and 888 catalyst types from USPTO. (1) Reactant: [Br:1][C:2]1[CH:7]=[C:6]([N+:8]([O-])=O)[CH:5]=[CH:4][C:3]=1[N:11]1[C:20](=[O:21])[C:19]2[C:14](=[CH:15][CH:16]=[CH:17][CH:18]=2)[NH:13][C:12]1=[O:22].O.O.[Sn](Cl)Cl.[OH-].[Na+]. Product: [NH2:8][C:6]1[CH:5]=[CH:4][C:3]([N:11]2[C:20](=[O:21])[C:19]3[C:14](=[CH:15][CH:16]=[CH:17][CH:18]=3)[NH:13][C:12]2=[O:22])=[C:2]([Br:1])[CH:7]=1. The catalyst class is: 13. (2) Reactant: CN(C(ON1N=NC2C=CC=NC1=2)=[N+](C)C)C.F[P-](F)(F)(F)(F)F.[C:25]([OH:31])([C:27]([F:30])([F:29])[F:28])=[O:26].N1CCC[C@H]1C1NC2C=C(C3C=CC4C(=CC=C(C5NC([C@@H]6CCCN6)=NC=5)C=4)C=3)C=CC=2N=1.C(N(C(C)C)CC)(C)C.C[O:76][C:77]([NH:79][C@@H](C(C)C)C(O)=O)=[O:78]. Product: [C:25]([OH:31])([C:27]([F:30])([F:29])[F:28])=[O:26].[C:77](=[O:76])([O-:78])[NH2:79]. The catalyst class is: 656. (3) Reactant: [Cl:1][C:2]1[CH:7]=[CH:6][N:5]=[C:4]2[N:8]([S:24]([C:27]3[CH:32]=[CH:31][C:30]([CH3:33])=[CH:29][CH:28]=3)(=[O:26])=[O:25])[C:9]([C:11]3[C:19]4[C:14](=[CH:15][C:16]([O:22][CH3:23])=[C:17]([O:20][CH3:21])[CH:18]=4)[NH:13][CH:12]=3)=[CH:10][C:3]=12.Cl.Cl[CH2:36][CH2:37][N:38]1[CH2:43][CH2:42][O:41][CH2:40][CH2:39]1.C(=O)([O-])[O-].[K+].[K+].O. Product: [Cl:1][C:2]1[CH:7]=[CH:6][N:5]=[C:4]2[N:8]([S:24]([C:27]3[CH:32]=[CH:31][C:30]([CH3:33])=[CH:29][CH:28]=3)(=[O:26])=[O:25])[C:9]([C:11]3[C:19]4[C:14](=[CH:15][C:16]([O:22][CH3:23])=[C:17]([O:20][CH3:21])[CH:18]=4)[N:13]([CH2:36][CH2:37][N:38]4[CH2:43][CH2:42][O:41][CH2:40][CH2:39]4)[CH:12]=3)=[CH:10][C:3]=12. The catalyst class is: 9. (4) Reactant: [Cl:1][C:2]1[CH:19]=[C:18]([O:20][CH2:21][CH2:22][CH2:23][CH2:24][CH3:25])[CH:17]=[CH:16][C:3]=1[CH2:4][N:5]1[C:9]2[CH:10]=[C:11]([OH:14])[CH:12]=[CH:13][C:8]=2[N:7]=[C:6]1[CH3:15].Br[CH2:27][C:28]([O:30][CH2:31][CH3:32])=[O:29].C(=O)([O-])[O-].[K+].[K+]. Product: [Cl:1][C:2]1[CH:19]=[C:18]([O:20][CH2:21][CH2:22][CH2:23][CH2:24][CH3:25])[CH:17]=[CH:16][C:3]=1[CH2:4][N:5]1[C:9]2[CH:10]=[C:11]([O:14][CH2:27][C:28]([O:30][CH2:31][CH3:32])=[O:29])[CH:12]=[CH:13][C:8]=2[N:7]=[C:6]1[CH3:15]. The catalyst class is: 9. (5) Product: [F:11][C:12]1[CH:13]=[C:14]([I:28])[CH:15]=[C:16]2[C:21]=1[N:20]([CH2:8][CH2:9][OH:10])[CH:19]=[C:18]([C:22]([O:24][CH2:25][CH3:26])=[O:23])[C:17]2=[O:27]. The catalyst class is: 3. Reactant: C(=O)([O-])[O-].[K+].[K+].I[CH2:8][CH2:9][OH:10].[F:11][C:12]1[CH:13]=[C:14]([I:28])[CH:15]=[C:16]2[C:21]=1[NH:20][CH:19]=[C:18]([C:22]([O:24][CH2:25][CH3:26])=[O:23])[C:17]2=[O:27].